From a dataset of Forward reaction prediction with 1.9M reactions from USPTO patents (1976-2016). Predict the product of the given reaction. (1) Given the reactants [OH:1][CH:2]1[CH:7]([C:8]2[CH:13]=[CH:12][C:11]([OH:14])=[CH:10][CH:9]=2)[CH2:6][CH2:5][N:4]([C:15]([O:17][C:18]([CH3:21])([CH3:20])[CH3:19])=[O:16])[CH2:3]1.[CH2:22](Cl)[C:23]1[CH:28]=[CH:27][CH:26]=[CH:25][CH:24]=1, predict the reaction product. The product is: [CH2:22]([O:14][C:11]1[CH:10]=[CH:9][C:8]([CH:7]2[CH2:6][CH2:5][N:4]([C:15]([O:17][C:18]([CH3:21])([CH3:20])[CH3:19])=[O:16])[CH2:3][CH:2]2[OH:1])=[CH:13][CH:12]=1)[C:23]1[CH:28]=[CH:27][CH:26]=[CH:25][CH:24]=1. (2) Given the reactants [Br:1][C:2]1[CH:40]=[CH:39][C:5]2[N:6]=[C:7]([NH:9][C@H:10]([C:32]([O:34]C(C)(C)C)=[O:33])[CH2:11][NH:12][C:13](=[O:31])[C:14]3[CH:19]=[CH:18][C:17]([CH2:20][CH2:21][C:22](=[O:30])[NH:23][C:24]4[NH:25][CH2:26][CH2:27][CH2:28][N:29]=4)=[CH:16][CH:15]=3)[S:8][C:4]=2[CH:3]=1.C(O)(C(F)(F)F)=O, predict the reaction product. The product is: [Br:1][C:2]1[CH:40]=[CH:39][C:5]2[N:6]=[C:7]([NH:9][C@H:10]([C:32]([OH:34])=[O:33])[CH2:11][NH:12][C:13](=[O:31])[C:14]3[CH:15]=[CH:16][C:17]([CH2:20][CH2:21][C:22](=[O:30])[NH:23][C:24]4[NH:25][CH2:26][CH2:27][CH2:28][N:29]=4)=[CH:18][CH:19]=3)[S:8][C:4]=2[CH:3]=1. (3) Given the reactants [N:1]1[CH:6]=[CH:5][CH:4]=[N:3][C:2]=1[CH:7](C(OCC)=O)[C:8]([O:10][CH2:11][CH3:12])=[O:9].CS(C)=O.[Cl-].[Na+], predict the reaction product. The product is: [N:1]1[CH:6]=[CH:5][CH:4]=[N:3][C:2]=1[CH2:7][C:8]([O:10][CH2:11][CH3:12])=[O:9]. (4) Given the reactants [CH3:1][CH2:2][O:3][C:4]1[CH:9]=[CH:8][CH:7]=[CH:6][C:5]=1[C:10]1[NH:15][C:14](=O)[C:13]2=[C:17]([CH3:23])[N:18]=[C:19]([CH2:20][CH2:21][CH3:22])[N:12]2[N:11]=1.P12(SP3(SP(SP(S3)(S1)=S)(=S)S2)=S)=[S:25].N1C=CC=CC=1, predict the reaction product. The product is: [CH3:1][CH2:2][O:3][C:4]1[CH:9]=[CH:8][CH:7]=[CH:6][C:5]=1[C:10]1[NH:15][C:14](=[S:25])[C:13]2=[C:17]([CH3:23])[N:18]=[C:19]([CH2:20][CH2:21][CH3:22])[N:12]2[N:11]=1.